This data is from Peptide-MHC class I binding affinity with 185,985 pairs from IEDB/IMGT. The task is: Regression. Given a peptide amino acid sequence and an MHC pseudo amino acid sequence, predict their binding affinity value. This is MHC class I binding data. (1) The peptide sequence is SLAAAKKQL. The MHC is HLA-A68:02 with pseudo-sequence HLA-A68:02. The binding affinity (normalized) is 0.0462. (2) The peptide sequence is DFWRLYNSLK. The MHC is HLA-A31:01 with pseudo-sequence HLA-A31:01. The binding affinity (normalized) is 0.274. (3) The peptide sequence is SFEPIPIHY. The MHC is HLA-B53:01 with pseudo-sequence HLA-B53:01. The binding affinity (normalized) is 0.111. (4) The peptide sequence is QEADNMITEM. The MHC is H-2-Db with pseudo-sequence H-2-Db. The binding affinity (normalized) is 0.0641. (5) The peptide sequence is RTAWWVWCV. The MHC is HLA-A02:01 with pseudo-sequence HLA-A02:01. The binding affinity (normalized) is 0.700. (6) The peptide sequence is YVDKYGQLQ. The MHC is HLA-A01:01 with pseudo-sequence HLA-A01:01. The binding affinity (normalized) is 0.117. (7) The peptide sequence is RPKSNIVLL. The MHC is HLA-B27:05 with pseudo-sequence HLA-B27:05. The binding affinity (normalized) is 0.0847.